Predict which catalyst facilitates the given reaction. From a dataset of Catalyst prediction with 721,799 reactions and 888 catalyst types from USPTO. (1) Reactant: [CH3:1][O:2][C:3]1[CH:8]=[CH:7][CH:6]=[CH:5][C:4]=1[N:9]1[CH:13]=[C:12]([CH3:14])[C:11]([CH:15]=[O:16])=[N:10]1.[CH:17]1([Mg]Br)[CH2:22][CH2:21][CH2:20][CH2:19][CH2:18]1. Product: [CH:17]1([CH:15]([C:11]2[C:12]([CH3:14])=[CH:13][N:9]([C:4]3[CH:5]=[CH:6][CH:7]=[CH:8][C:3]=3[O:2][CH3:1])[N:10]=2)[OH:16])[CH2:22][CH2:21][CH2:20][CH2:19][CH2:18]1. The catalyst class is: 7. (2) Product: [CH2:1]([O:8][C:9]1[CH:14]=[CH:13][CH:12]=[CH:11][C:10]=1[C:15]1[O:16][C@@H:17]([CH3:23])[C@H:18]([C:20]([NH:26][CH2:24][CH3:25])=[O:22])[N:19]=1)[C:2]1[CH:3]=[CH:4][CH:5]=[CH:6][CH:7]=1. Reactant: [CH2:1]([O:8][C:9]1[CH:14]=[CH:13][CH:12]=[CH:11][C:10]=1[C:15]1[O:16][C@@H:17]([CH3:23])[C@H:18]([C:20]([O-:22])=O)[N:19]=1)[C:2]1[CH:7]=[CH:6][CH:5]=[CH:4][CH:3]=1.[CH2:24]([NH3+:26])[CH3:25].C1C=CC2N(O)N=NC=2C=1.C1CCC(N=C=NC2CCCCC2)CC1. The catalyst class is: 2. (3) The catalyst class is: 5. Product: [F:1][C:2]1[CH:3]=[C:4]([NH2:12])[C:5]2[CH:6]=[N:7][N:8]([CH3:11])[C:9]=2[CH:10]=1. Reactant: [F:1][C:2]1[CH:10]=[C:9]2[C:5]([CH:6]=[N:7][N:8]2[CH3:11])=[C:4]([NH:12]C(=O)OC(C)(C)C)[CH:3]=1.Cl.